From a dataset of Forward reaction prediction with 1.9M reactions from USPTO patents (1976-2016). Predict the product of the given reaction. Given the reactants [Cl:1][C:2]1[CH:7]=[CH:6][N:5]=[C:4]([NH2:8])[C:3]=1[NH2:9].[CH3:10][N:11]([CH3:21])[C:12]1[CH:20]=[CH:19][C:15]([C:16](O)=O)=[CH:14][CH:13]=1.[Cl-].[NH4+].[OH-].[Na+], predict the reaction product. The product is: [Cl:1][C:2]1[CH:7]=[CH:6][N:5]=[C:4]2[NH:8][C:16]([C:15]3[CH:19]=[CH:20][C:12]([N:11]([CH3:21])[CH3:10])=[CH:13][CH:14]=3)=[N:9][C:3]=12.